This data is from TCR-epitope binding with 47,182 pairs between 192 epitopes and 23,139 TCRs. The task is: Binary Classification. Given a T-cell receptor sequence (or CDR3 region) and an epitope sequence, predict whether binding occurs between them. (1) The epitope is KAFSPEVIPMF. The TCR CDR3 sequence is CANSSFLSSGETQYF. Result: 1 (the TCR binds to the epitope). (2) The epitope is LVLSVNPYV. The TCR CDR3 sequence is CASSPGTAPQFF. Result: 0 (the TCR does not bind to the epitope).